From a dataset of NCI-60 drug combinations with 297,098 pairs across 59 cell lines. Regression. Given two drug SMILES strings and cell line genomic features, predict the synergy score measuring deviation from expected non-interaction effect. (1) Drug 1: C1=CC(=C2C(=C1NCCNCCO)C(=O)C3=C(C=CC(=C3C2=O)O)O)NCCNCCO. Drug 2: C1=CC=C(C=C1)NC(=O)CCCCCCC(=O)NO. Cell line: SF-295. Synergy scores: CSS=63.0, Synergy_ZIP=-4.94, Synergy_Bliss=-3.89, Synergy_Loewe=-25.3, Synergy_HSA=-2.03. (2) Drug 1: CC12CCC3C(C1CCC2=O)CC(=C)C4=CC(=O)C=CC34C. Drug 2: CC1=C2C(C(=O)C3(C(CC4C(C3C(C(C2(C)C)(CC1OC(=O)C(C(C5=CC=CC=C5)NC(=O)C6=CC=CC=C6)O)O)OC(=O)C7=CC=CC=C7)(CO4)OC(=O)C)O)C)OC(=O)C. Cell line: KM12. Synergy scores: CSS=51.3, Synergy_ZIP=-8.18, Synergy_Bliss=-6.67, Synergy_Loewe=-3.22, Synergy_HSA=-0.986.